Dataset: Forward reaction prediction with 1.9M reactions from USPTO patents (1976-2016). Task: Predict the product of the given reaction. (1) Given the reactants [OH:1][CH2:2][C:3]1[N:4]=[C:5]([C:28]([O:30][CH2:31][CH3:32])=[O:29])[S:6][C:7]=1[C:8]1[C:17]2[C:12](=[CH:13][CH:14]=[CH:15][CH:16]=2)[C:11]([S:18](=[O:27])(=[O:26])[NH:19][C@@H:20]([CH3:25])[C:21]([F:24])([F:23])[F:22])=[CH:10][CH:9]=1.BrC1C2C(=CC=CC=2)C(S(N[C@@H](C)C(F)(F)F)(=O)=[O:45])=CC=1.CC1(C)N([O])C(C)(C)CCC1.C(O)(=O)C.C(O)(=O)C.IC1C=CC=CC=1, predict the reaction product. The product is: [CH2:31]([O:30][C:28]([C:5]1[S:6][C:7]([C:8]2[C:17]3[C:12](=[CH:13][CH:14]=[CH:15][CH:16]=3)[C:11]([S:18](=[O:27])(=[O:26])[NH:19][C@@H:20]([CH3:25])[C:21]([F:22])([F:23])[F:24])=[CH:10][CH:9]=2)=[C:3]([C:2]([OH:45])=[O:1])[N:4]=1)=[O:29])[CH3:32]. (2) Given the reactants C([O:8][CH2:9][N:10]1[C:18]2[C:13](=[CH:14][C:15]([C:19]([OH:21])=[O:20])=[CH:16][CH:17]=2)[CH:12]=[CH:11]1)C1C=CC=CC=1.[H][H], predict the reaction product. The product is: [OH:8][CH2:9][N:10]1[C:18]2[C:13](=[CH:14][C:15]([C:19]([OH:21])=[O:20])=[CH:16][CH:17]=2)[CH:12]=[CH:11]1. (3) Given the reactants Cl[C:2]1[N:3]=[C:4]([N:21]2[CH2:26][CH2:25][O:24][CH2:23][CH2:22]2)[C:5]2[S:10][C:9]([C:11]3[CH:16]=[CH:15][CH:14]=[C:13]([S:17]([CH3:20])(=[O:19])=[O:18])[CH:12]=3)=[CH:8][C:6]=2[N:7]=1.C([O:29][C:30]([C:32]1[CH:33]=[N:34][CH:35]=[C:36](B2OC(C)(C)C(C)(C)O2)[CH:37]=1)=[O:31])C, predict the reaction product. The product is: [CH3:20][S:17]([C:13]1[CH:12]=[C:11]([C:9]2[S:10][C:5]3[C:4]([N:21]4[CH2:26][CH2:25][O:24][CH2:23][CH2:22]4)=[N:3][C:2]([C:36]4[CH:37]=[C:32]([C:30]([OH:31])=[O:29])[CH:33]=[N:34][CH:35]=4)=[N:7][C:6]=3[CH:8]=2)[CH:16]=[CH:15][CH:14]=1)(=[O:19])=[O:18]. (4) Given the reactants C(=O)([O-])[O-].[K+].[K+].C(=O)([O-])[O-].[Cs+].[Cs+].[Br:13][C:14]1[CH:19]=[CH:18][CH:17]=[C:16]([N+:20]([O-:22])=[O:21])[C:15]=1[OH:23].I[CH:25]([CH3:27])[CH3:26], predict the reaction product. The product is: [Br:13][C:14]1[CH:19]=[CH:18][CH:17]=[C:16]([N+:20]([O-:22])=[O:21])[C:15]=1[O:23][CH:25]([CH3:27])[CH3:26]. (5) The product is: [OH:2][C:3]1[CH:4]=[C:5]2[C:6]([CH:17]=[C:11]([C:12]([O:14][CH2:15][CH3:16])=[O:13])[CH:10]=[N:9]2)=[CH:7][CH:8]=1. Given the reactants C[O:2][C:3]1[CH:4]=[C:5]([NH:9][CH:10]=[C:11]([C:17](OCC)=O)[C:12]([O:14][CH2:15][CH3:16])=[O:13])[CH:6]=[CH:7][CH:8]=1.C(OC=C(C(OCC)=O)C(OCC)=O)C.COC1C=CC=C(N)C=1, predict the reaction product. (6) Given the reactants C([O:3][C:4]([C:6]1([NH:15][C:16]([C:18]2[C:27]3[C:22](=[CH:23][CH:24]=[CH:25][CH:26]=3)[CH:21]=[CH:20][CH:19]=2)=[O:17])[CH2:14][C:13]2[C:8](=[CH:9][CH:10]=[CH:11][CH:12]=2)[CH2:7]1)=[O:5])C.[OH-].[K+].O, predict the reaction product. The product is: [C:18]1([C:16]([NH:15][C:6]2([C:4]([OH:5])=[O:3])[CH2:7][C:8]3[C:13](=[CH:12][CH:11]=[CH:10][CH:9]=3)[CH2:14]2)=[O:17])[C:27]2[C:22](=[CH:23][CH:24]=[CH:25][CH:26]=2)[CH:21]=[CH:20][CH:19]=1. (7) Given the reactants [CH:1]1([S:4]([C:7]2[CH:12]=[C:11]([N+:13]([O-])=O)[CH:10]=[C:9]([O:16][CH3:17])[CH:8]=2)(=[O:6])=[O:5])[CH2:3][CH2:2]1.[Cl-].[NH4+], predict the reaction product. The product is: [CH:1]1([S:4]([C:7]2[CH:12]=[C:11]([CH:10]=[C:9]([O:16][CH3:17])[CH:8]=2)[NH2:13])(=[O:6])=[O:5])[CH2:3][CH2:2]1.